This data is from Reaction yield outcomes from USPTO patents with 853,638 reactions. The task is: Predict the reaction yield, written as a fraction of the theoretical maximum amount of product (1.0 means a 100% yield; for example, 0.34 means a 34% yield). (1) The reactants are C(Cl)(=O)C(Cl)=O.CS(C)=O.[CH2:11]([N:13]1[CH2:18][CH2:17][N:16]([CH2:19][C:20]2[CH:25]=[CH:24][C:23]([CH2:26][OH:27])=[CH:22][CH:21]=2)[CH2:15][CH2:14]1)[CH3:12].CCN(CC)CC. The catalyst is C(Cl)Cl.O. The product is [CH2:11]([N:13]1[CH2:18][CH2:17][N:16]([CH2:19][C:20]2[CH:21]=[CH:22][C:23]([CH:26]=[O:27])=[CH:24][CH:25]=2)[CH2:15][CH2:14]1)[CH3:12]. The yield is 0.910. (2) The reactants are [Cl:1][C:2]1[C:21]([C:22]([F:25])([F:24])[F:23])=[CH:20][CH:19]=[CH:18][C:3]=1[CH2:4][NH:5][C:6](=O)[CH:7]([C:9]1[CH:14]=[CH:13][CH:12]=[CH:11][C:10]=1[O:15][CH3:16])[CH3:8].ClC1C(C(F)(F)F)=CC=CC=1CNCC(C1C=CC=CC=1Cl)C. No catalyst specified. The product is [Cl:1][C:2]1[C:21]([C:22]([F:23])([F:24])[F:25])=[CH:20][CH:19]=[CH:18][C:3]=1[CH2:4][NH:5][CH2:6][CH:7]([C:9]1[CH:14]=[CH:13][CH:12]=[CH:11][C:10]=1[O:15][CH3:16])[CH3:8]. The yield is 0.280. (3) The reactants are [Cl:1][C:2]1[N:7]=[C:6]([C:8]2[S:12][CH:11]=[N:10][C:9]=2[C:13]2[CH:14]=[C:15]([NH2:19])[CH:16]=[CH:17][CH:18]=2)[CH:5]=[CH:4][N:3]=1.[S:20]1[CH:24]=[CH:23][CH:22]=[C:21]1[CH2:25][C:26](Cl)=[O:27]. The catalyst is C1COCC1. The product is [Cl:1][C:2]1[N:7]=[C:6]([C:8]2[S:12][CH:11]=[N:10][C:9]=2[C:13]2[CH:14]=[C:15]([NH:19][C:26](=[O:27])[CH2:25][C:21]3[S:20][CH:24]=[CH:23][CH:22]=3)[CH:16]=[CH:17][CH:18]=2)[CH:5]=[CH:4][N:3]=1. The yield is 0.860. (4) The reactants are [NH:1]1[C:9]2[C:4](=[CH:5][CH:6]=[C:7]([C:10](O)=O)[CH:8]=2)[CH:3]=[CH:2]1.CC[N:15]=C=NCCCN(C)C.C(=O)([O-])O.[Na+].[F:29][C:30]([F:37])([F:36])[C:31](OCC)=[O:32]. The catalyst is C(OCC)(=O)C.CN(C=O)C.C(#N)C. The product is [NH:1]1[C:9]2[C:4](=[CH:5][CH:6]=[C:7]([CH2:10][NH:15][C:31](=[O:32])[C:30]([F:37])([F:36])[F:29])[CH:8]=2)[CH2:3][CH2:2]1. The yield is 0.120. (5) The reactants are [Li+].C[CH:3]([N-:5][CH:6]([CH3:8])C)[CH3:4].[F:9][C:10]1[CH:15]=[CH:14][C:13]([C:16](=[O:21])[CH2:17][CH:18]([CH3:20])[CH3:19])=[CH:12][CH:11]=1.[CH2:22]([O:24]CC)[CH3:23]. No catalyst specified. The product is [F:9][C:10]1[CH:11]=[CH:12][C:13]([C:16]2([CH2:17][CH:18]([CH3:19])[CH3:20])[C:8]3[CH:6]=[N:5][CH:3]=[CH:4][C:23]=3[C:22](=[O:24])[O:21]2)=[CH:14][CH:15]=1. The yield is 0.0700. (6) The product is [C:1]([C:5]1[CH:9]=[C:8]([NH:10][C:11]([NH:50][C:49]2[CH:51]=[CH:52][CH:53]=[C:47]([O:46][C:37]3[C:36]4[C:41](=[CH:42][C:43]([O:44][CH3:45])=[C:34]([O:33][CH3:32])[CH:35]=4)[N:40]=[CH:39][N:38]=3)[CH:48]=2)=[O:19])[N:7]([CH:20]([CH3:21])[CH3:22])[N:6]=1)([CH3:2])([CH3:3])[CH3:4]. The reactants are [C:1]([C:5]1[CH:9]=[C:8]([NH:10][C:11](=[O:19])OC2C=CC=CC=2)[N:7]([CH:20]([CH3:22])[CH3:21])[N:6]=1)([CH3:4])([CH3:3])[CH3:2].C(N(CC)C(C)C)(C)C.[CH3:32][O:33][C:34]1[CH:35]=[C:36]2[C:41](=[CH:42][C:43]=1[O:44][CH3:45])[N:40]=[CH:39][N:38]=[C:37]2[O:46][C:47]1[CH:48]=[C:49]([CH:51]=[CH:52][CH:53]=1)[NH2:50]. The yield is 0.400. The catalyst is C1COCC1. (7) The reactants are Br[CH:2]1[CH2:4][C:3]1([CH3:11])[C:5]1[CH:10]=[CH:9][CH:8]=[CH:7][CH:6]=1.CC(C)([O-])C.[K+].C(OCC)C.O. The catalyst is CS(C)=O. The product is [CH3:11][C:3]1([C:5]2[CH:10]=[CH:9][CH:8]=[CH:7][CH:6]=2)[CH:4]=[CH:2]1. The yield is 0.700. (8) The reactants are [Cl:1][C:2]1[CH:3]=[C:4]([C:9]2[N:14]=[C:13]3[CH2:15][CH2:16][CH2:17][C:12]3=[C:11]([NH:18][C:19]3[CH:24]=[CH:23][C:22]([CH2:25][C:26](OCC)=[O:27])=[CH:21][CH:20]=3)[CH:10]=2)[CH:5]=[CH:6][C:7]=1[F:8].NC1C=CC(CCO)=CC=1. No catalyst specified. The product is [ClH:1].[Cl:1][C:2]1[CH:3]=[C:4]([C:9]2[N:14]=[C:13]3[CH2:15][CH2:16][CH2:17][C:12]3=[C:11]([NH:18][C:19]3[CH:20]=[CH:21][C:22]([CH2:25][CH2:26][OH:27])=[CH:23][CH:24]=3)[CH:10]=2)[CH:5]=[CH:6][C:7]=1[F:8]. The yield is 0.150. (9) The reactants are Cl.[F:2][C:3]1[CH:22]=[C:21]([S:23]([CH3:26])(=[O:25])=[O:24])[C:20]([F:27])=[CH:19][C:4]=1[O:5][CH:6]1[CH2:11][CH2:10][CH2:9][N:8]([CH:12]2[CH2:17][CH2:16][NH:15][CH2:14][CH2:13]2)[C:7]1=[O:18].CCN(C(C)C)C(C)C.Cl[C:38]1[N:43]=[CH:42][C:41]([CH2:44][CH3:45])=[CH:40][N:39]=1. The catalyst is CS(C)=O.O.CCOC(C)=O. The product is [F:2][C:3]1[CH:22]=[C:21]([S:23]([CH3:26])(=[O:25])=[O:24])[C:20]([F:27])=[CH:19][C:4]=1[O:5][CH:6]1[CH2:11][CH2:10][CH2:9][N:8]([CH:12]2[CH2:17][CH2:16][N:15]([C:38]3[N:43]=[CH:42][C:41]([CH2:44][CH3:45])=[CH:40][N:39]=3)[CH2:14][CH2:13]2)[C:7]1=[O:18]. The yield is 0.200. (10) The reactants are [CH3:1][O:2][CH2:3][C:4](Cl)=[O:5].[Cl:7][C:8]1[C:13]([C:14]([F:17])([F:16])[F:15])=[CH:12][N:11]=[C:10]2[NH:18][CH:19]=[C:20]([NH2:21])[C:9]=12.[Li+].[OH-]. The catalyst is N1C=CC=CC=1.C1COCC1. The product is [Cl:7][C:8]1[C:13]([C:14]([F:17])([F:15])[F:16])=[CH:12][N:11]=[C:10]2[NH:18][CH:19]=[C:20]([NH:21][C:4](=[O:5])[CH2:3][O:2][CH3:1])[C:9]=12. The yield is 0.980.